From a dataset of Forward reaction prediction with 1.9M reactions from USPTO patents (1976-2016). Predict the product of the given reaction. (1) Given the reactants [C:1]([C:3]1[C:4]2[S:18][CH:17]=[CH:16][C:5]=2[N:6]([CH2:8][C:9]([O:11]C(C)(C)C)=[O:10])[N:7]=1)#[N:2].C(O)(C(F)(F)F)=[O:20], predict the reaction product. The product is: [C:1]([C:3]1[C:4]2[S:18][CH:17]=[CH:16][C:5]=2[N:6]([CH2:8][C:9]([OH:11])=[O:10])[N:7]=1)(=[O:20])[NH2:2]. (2) Given the reactants [Cl:1][C:2]1[CH:3]=[C:4]2[C:8](=[C:9]([CH2:11]O)[CH:10]=1)[N:7]([CH2:13][CH:14]([CH3:16])[CH3:15])[N:6]=[CH:5]2.[CH3:17][O:18][C:19]([C:21]1[CH:22]=[C:23]2[C:27](=[CH:28][CH:29]=1)[NH:26][N:25]=[CH:24]2)=[O:20], predict the reaction product. The product is: [CH3:17][O:18][C:19]([C:21]1[CH:22]=[C:23]2[C:27](=[CH:28][CH:29]=1)[N:26]([CH2:11][C:9]1[CH:10]=[C:2]([Cl:1])[CH:3]=[C:4]3[C:8]=1[N:7]([CH2:13][CH:14]([CH3:16])[CH3:15])[N:6]=[CH:5]3)[N:25]=[CH:24]2)=[O:20]. (3) The product is: [Cl:20][C:5]1[C:6]([NH:9][C@@H:10]2[C@@H:15]3[CH2:16][C@@H:12]([CH:13]=[CH:14]3)[C@@H:11]2[C:17]([NH2:19])=[O:18])=[C:7]2[N:8]=[C:29]([C:27]3[CH:26]=[CH:25][CH:24]=[C:23]([O:22][CH3:21])[N:28]=3)[NH:1][C:2]2=[N:3][CH:4]=1. Given the reactants [NH2:1][C:2]1[C:7]([NH2:8])=[C:6]([NH:9][C@@H:10]2[C@@H:15]3[CH2:16][C@@H:12]([CH:13]=[CH:14]3)[C@@H:11]2[C:17]([NH2:19])=[O:18])[C:5]([Cl:20])=[CH:4][N:3]=1.[CH3:21][O:22][C:23]1[N:28]=[C:27]([CH:29]=O)[CH:26]=[CH:25][CH:24]=1.C([O-])(=O)C.[NH4+], predict the reaction product. (4) Given the reactants [C:1]([C:5]1[CH:9]=[C:8]([NH:10][C:11]([NH:13][C@@H:14]2[C:23]3[C:18](=[CH:19][CH:20]=[CH:21][CH:22]=3)[C@H:17]([O:24][C:25]3[CH:26]=[CH:27][C:28]4[N:29]([C:31]([N:34]5[CH2:39][CH2:38][CH2:37][CH2:36][C@@H:35]5[CH3:40])=[N:32][N:33]=4)[CH:30]=3)[CH2:16][CH2:15]2)=[O:12])[N:7]([C:41]2[CH:42]=[N:43][N:44]([CH2:46][CH2:47][OH:48])[CH:45]=2)[N:6]=1)([CH3:4])([CH3:3])[CH3:2].CCN(C(C)C)C(C)C.[CH3:58][S:59](Cl)(=[O:61])=[O:60], predict the reaction product. The product is: [C:1]([C:5]1[CH:9]=[C:8]([NH:10][C:11]([NH:13][C@@H:14]2[C:23]3[C:18](=[CH:19][CH:20]=[CH:21][CH:22]=3)[C@H:17]([O:24][C:25]3[CH:26]=[CH:27][C:28]4[N:29]([C:31]([N:34]5[CH2:39][CH2:38][CH2:37][CH2:36][C@@H:35]5[CH3:40])=[N:32][N:33]=4)[CH:30]=3)[CH2:16][CH2:15]2)=[O:12])[N:7]([C:41]2[CH:42]=[N:43][N:44]([CH2:46][CH2:47][O:48][S:59]([CH3:58])(=[O:61])=[O:60])[CH:45]=2)[N:6]=1)([CH3:2])([CH3:3])[CH3:4]. (5) Given the reactants [Si]([O:8][C@H:9]([C:40](=[O:42])[NH2:41])[CH2:10][C@H:11]1[CH2:22][CH2:21][C:20]2[S:19][C:18]3[N:17]=[CH:16][N:15]=[C:14]([O:23][CH:24]4[CH2:29][CH2:28][CH:27]([N:30]([CH2:38][CH3:39])C(=O)OC(C)(C)C)[CH2:26][CH2:25]4)[C:13]=3[C:12]1=2)(C(C)(C)C)(C)C.Cl.O.CC#N, predict the reaction product. The product is: [CH2:38]([NH:30][CH:27]1[CH2:28][CH2:29][CH:24]([O:23][C:14]2[C:13]3[C:12]4[C@@H:11]([CH2:10][C@H:9]([OH:8])[C:40]([NH2:41])=[O:42])[CH2:22][CH2:21][C:20]=4[S:19][C:18]=3[N:17]=[CH:16][N:15]=2)[CH2:25][CH2:26]1)[CH3:39]. (6) Given the reactants C(O[C:6](=[O:21])[NH:7][C:8]1[C:13]([C:14]2[O:18][N:17]=[C:16]([CH2:19]O)[CH:15]=2)=[CH:12][CH:11]=[CH:10][N:9]=1)CCC.S(Cl)([Cl:24])=O.N1C2C=CC=CC=2N=N1.[OH-:35].[Na+].[C:37](OC)([CH3:40])([CH3:39])[CH3:38], predict the reaction product. The product is: [C:37]([O:35][C:6](=[O:21])[NH:7][C:8]1[C:13]([C:14]2[O:18][N:17]=[C:16]([CH2:19][Cl:24])[CH:15]=2)=[CH:12][CH:11]=[CH:10][N:9]=1)([CH3:40])([CH3:39])[CH3:38]. (7) Given the reactants [NH2:1][C@@H:2]([CH2:18][C:19]1[CH:24]=[C:23]([F:25])[CH:22]=[C:21]([F:26])[CH:20]=1)[C@@H:3]([C@H:5]1[CH2:10][O:9][C@@H:8]([O:11][CH2:12][C:13]([CH3:16])([CH3:15])[CH3:14])[C@H:7]([CH3:17])[NH:6]1)[OH:4].[C:27](OC(=O)C)(=[O:29])[CH3:28].[ClH:34], predict the reaction product. The product is: [ClH:34].[F:26][C:21]1[CH:20]=[C:19]([CH:24]=[C:23]([F:25])[CH:22]=1)[CH2:18][C@H:2]([NH:1][C:27](=[O:29])[CH3:28])[C@@H:3]([C@H:5]1[CH2:10][O:9][C@@H:8]([O:11][CH2:12][C:13]([CH3:15])([CH3:16])[CH3:14])[C@H:7]([CH3:17])[NH:6]1)[OH:4].